Dataset: Reaction yield outcomes from USPTO patents with 853,638 reactions. Task: Predict the reaction yield, written as a fraction of the theoretical maximum amount of product (1.0 means a 100% yield; for example, 0.34 means a 34% yield). (1) The reactants are [C:1]1([CH2:7][N:8]2[CH:12]=[N:11][CH:10]=[N:9]2)[CH:6]=[CH:5][CH:4]=[CH:3][CH:2]=1.[CH:13](=[O:15])[CH3:14]. No catalyst specified. The product is [CH2:7]([N:8]1[C:12]([CH:13]([OH:15])[CH3:14])=[N:11][CH:10]=[N:9]1)[C:1]1[CH:2]=[CH:3][CH:4]=[CH:5][CH:6]=1. The yield is 0.860. (2) The reactants are [CH3:1][O:2][C:3]1[CH:4]=[C:5]2[C:10](=[CH:11][C:12]=1[O:13][CH3:14])[N:9]=[CH:8][CH:7]=[C:6]2[S:15][C:16]1[S:17][C:18]([N+:21]([O-])=O)=[CH:19][N:20]=1.[Cl-].[NH4+].C(O)C.O. The catalyst is [Fe].CO.C(OCC)(=O)C. The product is [CH3:1][O:2][C:3]1[CH:4]=[C:5]2[C:10](=[CH:11][C:12]=1[O:13][CH3:14])[N:9]=[CH:8][CH:7]=[C:6]2[S:15][C:16]1[S:17][C:18]([NH2:21])=[CH:19][N:20]=1. The yield is 0.300. (3) The reactants are [CH2:1]([O:3][C:4]([C:6]1[C:7]([CH3:19])=[C:8](C(OC(C)(C)C)=O)[NH:9][C:10]=1[CH3:11])=[O:5])[CH3:2].C(O)C.Cl. The catalyst is O. The product is [CH2:1]([O:3][C:4]([C:6]1[C:7]([CH3:19])=[CH:8][NH:9][C:10]=1[CH3:11])=[O:5])[CH3:2]. The yield is 0.870. (4) The product is [N+:12]([C:4]1[C:5]2[C:10](=[CH:9][N:8]=[CH:7][CH:6]=2)[C:1]([OH:11])=[N:2][CH:3]=1)([O-:14])=[O:13]. The catalyst is S(=O)(=O)(O)O. The yield is 0.870. The reactants are [C:1]1(=[O:11])[C:10]2[C:5](=[CH:6][CH:7]=[N:8][CH:9]=2)[CH:4]=[CH:3][NH:2]1.[N+:12]([O-])([OH:14])=[O:13]. (5) The reactants are [Cl:1]C1C=CC(C#N)=C(N2CCOCC2)N=1.[Cl:16][C:17]1[CH:25]=[CH:24][C:20]([C:21]([NH2:23])=[O:22])=[C:19](N2CCOCC2)[N:18]=1.P(Cl)(Cl)(Cl)=O.N1C=CC=CC=1. The catalyst is C(#N)C. The product is [Cl:1][C:19]1[N:18]=[C:17]([Cl:16])[CH:25]=[CH:24][C:20]=1[C:21]([NH2:23])=[O:22]. The yield is 0.910.